Dataset: Catalyst prediction with 721,799 reactions and 888 catalyst types from USPTO. Task: Predict which catalyst facilitates the given reaction. Reactant: C[O:2][C:3](=O)[C:4]1[CH:9]=[CH:8][C:7]([C:10]2[CH2:14][C:13]([C:19]3[CH:24]=[C:23]([Cl:25])[CH:22]=[C:21]([Cl:26])[CH:20]=3)([C:15]([F:18])([F:17])[F:16])[O:12][N:11]=2)=[CH:6][C:5]=1[Cl:27].[H-].C([Al+]CC(C)C)C(C)C.CO. Product: [Cl:27][C:5]1[CH:6]=[C:7]([C:10]2[CH2:14][C:13]([C:19]3[CH:20]=[C:21]([Cl:26])[CH:22]=[C:23]([Cl:25])[CH:24]=3)([C:15]([F:18])([F:17])[F:16])[O:12][N:11]=2)[CH:8]=[CH:9][C:4]=1[CH:3]=[O:2].[Cl:27][C:5]1[CH:6]=[C:7]([C:10]2[CH2:14][C:13]([C:19]3[CH:20]=[C:21]([Cl:26])[CH:22]=[C:23]([Cl:25])[CH:24]=3)([C:15]([F:17])([F:16])[F:18])[O:12][N:11]=2)[CH:8]=[CH:9][C:4]=1[CH2:3][OH:2]. The catalyst class is: 2.